From a dataset of Catalyst prediction with 721,799 reactions and 888 catalyst types from USPTO. Predict which catalyst facilitates the given reaction. Reactant: Br[C:2]1[C:3]([CH3:12])=[C:4]([C:7]([O:10][CH3:11])=[CH:8][CH:9]=1)[CH:5]=[O:6].[B:13]1([B:13]2[O:17][C:16]([CH3:19])([CH3:18])[C:15]([CH3:21])([CH3:20])[O:14]2)[O:17][C:16]([CH3:19])([CH3:18])[C:15]([CH3:21])([CH3:20])[O:14]1.C([O-])(=O)C.[K+].O. The catalyst class is: 184. Product: [CH3:11][O:10][C:7]1[C:4]([CH:5]=[O:6])=[C:3]([CH3:12])[C:2]([B:13]2[O:17][C:16]([CH3:19])([CH3:18])[C:15]([CH3:21])([CH3:20])[O:14]2)=[CH:9][CH:8]=1.